This data is from Peptide-MHC class I binding affinity with 185,985 pairs from IEDB/IMGT. The task is: Regression. Given a peptide amino acid sequence and an MHC pseudo amino acid sequence, predict their binding affinity value. This is MHC class I binding data. (1) The peptide sequence is RRLLGTFTW. The MHC is HLA-B27:05 with pseudo-sequence HLA-B27:05. The binding affinity (normalized) is 0.683. (2) The MHC is HLA-A01:01 with pseudo-sequence HLA-A01:01. The binding affinity (normalized) is 0.0847. The peptide sequence is ALIVAIWDK.